This data is from NCI-60 drug combinations with 297,098 pairs across 59 cell lines. The task is: Regression. Given two drug SMILES strings and cell line genomic features, predict the synergy score measuring deviation from expected non-interaction effect. (1) Drug 1: CNC(=O)C1=CC=CC=C1SC2=CC3=C(C=C2)C(=NN3)C=CC4=CC=CC=N4. Drug 2: COC1=C2C(=CC3=C1OC=C3)C=CC(=O)O2. Cell line: MALME-3M. Synergy scores: CSS=-1.39, Synergy_ZIP=1.27, Synergy_Bliss=0.00674, Synergy_Loewe=-4.24, Synergy_HSA=-2.57. (2) Drug 1: CNC(=O)C1=NC=CC(=C1)OC2=CC=C(C=C2)NC(=O)NC3=CC(=C(C=C3)Cl)C(F)(F)F. Drug 2: CN1C2=C(C=C(C=C2)N(CCCl)CCCl)N=C1CCCC(=O)O.Cl. Cell line: OVCAR-5. Synergy scores: CSS=0.243, Synergy_ZIP=5.51, Synergy_Bliss=9.98, Synergy_Loewe=-3.71, Synergy_HSA=-2.32.